Dataset: Forward reaction prediction with 1.9M reactions from USPTO patents (1976-2016). Task: Predict the product of the given reaction. (1) Given the reactants [C:1]12([C:11]3[CH:16]=[C:15]([C:17]4[CH:22]=[CH:21][C:20]([CH:23]5[O:27][CH2:26][CH2:25][O:24]5)=[CH:19][N:18]=4)[CH:14]=[C:13]([NH2:28])[C:12]=3[OH:29])[CH2:10][CH:5]3[CH2:6][CH:7]([CH2:9][CH:3]([CH2:4]3)[CH2:2]1)[CH2:8]2.[C:30](Cl)(=O)[C:31]1[CH:36]=[CH:35][CH:34]=[CH:33][CH:32]=1.C1(C)C=CC(S(O)(=O)=O)=CC=1, predict the reaction product. The product is: [C:1]12([C:11]3[C:12]4[O:29][C:30]([C:31]5[CH:36]=[CH:35][CH:34]=[CH:33][CH:32]=5)=[N:28][C:13]=4[CH:14]=[C:15]([C:17]4[CH:22]=[CH:21][C:20]([CH:23]5[O:27][CH2:26][CH2:25][O:24]5)=[CH:19][N:18]=4)[CH:16]=3)[CH2:8][CH:7]3[CH2:9][CH:3]([CH2:4][CH:5]([CH2:6]3)[CH2:10]1)[CH2:2]2. (2) Given the reactants [N:1]1[CH:6]=[CH:5][CH:4]=[CH:3][C:2]=1[C:7]#[C:8][C:9]1[C:14]([C:15](=[O:17])[CH3:16])=[CH:13][CH:12]=[CH:11][N:10]=1.CCN(C(C)C)C(C)C.[Si:27](OS(C(F)(F)F)(=O)=O)([C:30]([CH3:33])([CH3:32])[CH3:31])([CH3:29])[CH3:28], predict the reaction product. The product is: [Si:27]([O:17][C:15]([C:14]1[C:9]([C:8]#[C:7][C:2]2[CH:3]=[CH:4][CH:5]=[CH:6][N:1]=2)=[N:10][CH:11]=[CH:12][CH:13]=1)=[CH2:16])([C:30]([CH3:33])([CH3:32])[CH3:31])([CH3:29])[CH3:28]. (3) The product is: [NH2:19][C@@H:11]([CH2:12][C:13]1[CH:14]=[CH:15][CH:16]=[CH:17][CH:18]=1)[C@@H:10]([OH:37])[CH2:9][C@@H:8]([NH:38][C:39]([C@@H:41]([NH:46][C:47](=[O:50])[O:48][CH3:49])[C:42]([CH3:45])([CH3:44])[CH3:43])=[O:40])[CH2:1][C:2]1[CH:7]=[CH:6][CH:5]=[CH:4][CH:3]=1. Given the reactants [CH2:1]([C@H:8]([NH:38][C:39]([C@@H:41]([NH:46][C:47](=[O:50])[O:48][CH3:49])[C:42]([CH3:45])([CH3:44])[CH3:43])=[O:40])[CH2:9][C@H:10]([OH:37])[C@@H:11]([NH:19]C(OCC1C2C=CC=CC=2C2C1=CC=CC=2)=O)[CH2:12][C:13]1[CH:18]=[CH:17][CH:16]=[CH:15][CH:14]=1)[C:2]1[CH:7]=[CH:6][CH:5]=[CH:4][CH:3]=1.C(NCC)C, predict the reaction product.